This data is from Forward reaction prediction with 1.9M reactions from USPTO patents (1976-2016). The task is: Predict the product of the given reaction. (1) Given the reactants [CH2:1]([N:8]1[C:16]2[C:11](=[CH:12][C:13]([NH:17][C:18]3[C:19]4[CH:27]=[C:26](Cl)[N:25]=[CH:24][C:20]=4[N:21]=[CH:22][N:23]=3)=[CH:14][CH:15]=2)[CH:10]=[N:9]1)[C:2]1[CH:7]=[CH:6][CH:5]=[CH:4][CH:3]=1.[CH3:29][NH:30][CH3:31], predict the reaction product. The product is: [CH2:1]([N:8]1[C:16]2[C:11](=[CH:12][C:13]([NH:17][C:18]3[C:19]4[CH:27]=[C:26]([N:30]([CH3:31])[CH3:29])[N:25]=[CH:24][C:20]=4[N:21]=[CH:22][N:23]=3)=[CH:14][CH:15]=2)[CH:10]=[N:9]1)[C:2]1[CH:7]=[CH:6][CH:5]=[CH:4][CH:3]=1. (2) Given the reactants [NH2:1][C:2]1[C:3]([OH:12])=[CH:4][C:5]([F:11])=[C:6]([C:8](=[O:10])[CH3:9])[CH:7]=1.C([O-])(O)=O.[Na+].CC(C)[CH2:20][C:21](=[O:23])C.ClCC(Cl)=O, predict the reaction product. The product is: [C:8]([C:6]1[C:5]([F:11])=[CH:4][C:3]2[O:12][CH2:20][C:21](=[O:23])[NH:1][C:2]=2[CH:7]=1)(=[O:10])[CH3:9]. (3) Given the reactants Cl[C:2]1C=CC=C(C(OO)=O)C=1.[CH2:12]([N:19]1[CH2:24][CH2:23][CH:22]([N:25]2[CH:29]=[CH:28][C:27]([C:30]3[CH:35]=[CH:34][C:33]([F:36])=[CH:32][CH:31]=3)=[C:26]2[C:37]2[CH:42]=[CH:41][N:40]=[C:39](SC)[N:38]=2)[CH2:21][CH2:20]1)[C:13]1[CH:18]=[CH:17][CH:16]=[CH:15][CH:14]=1.[S:45]([O-:49])([O-])(=[O:47])=S.[Na+].[Na+], predict the reaction product. The product is: [CH2:12]([N:19]1[CH2:24][CH2:23][CH:22]([N:25]2[CH:29]=[CH:28][C:27]([C:30]3[CH:35]=[CH:34][C:33]([F:36])=[CH:32][CH:31]=3)=[C:26]2[C:37]2[CH:42]=[CH:41][N:40]=[C:39]([S:45]([CH3:2])(=[O:49])=[O:47])[N:38]=2)[CH2:21][CH2:20]1)[C:13]1[CH:18]=[CH:17][CH:16]=[CH:15][CH:14]=1. (4) Given the reactants C([O:5][C:6]([CH:8]1[CH:12]([C:13]2[CH:18]=[CH:17][CH:16]=[C:15]([Cl:19])[C:14]=2[F:20])[C:11]([C:23]2[CH:28]=[CH:27][C:26]([Cl:29])=[CH:25][C:24]=2[F:30])([C:21]#[N:22])[CH:10]([CH2:31][C:32]([C:35]2[CH2:36][CH2:37][N:38]([CH2:41][C:42]3[CH:47]=[CH:46][CH:45]=[CH:44][CH:43]=3)[CH2:39][CH:40]=2)([CH3:34])[CH3:33])[NH:9]1)=[O:7])(C)(C)C.[F:48][C:49]([F:54])([F:53])[C:50]([OH:52])=[O:51], predict the reaction product. The product is: [F:48][C:49]([F:54])([F:53])[C:50]([OH:52])=[O:51].[CH2:41]([N:38]1[CH2:37][CH:36]=[C:35]([C:32]([CH3:34])([CH3:33])[CH2:31][CH:10]2[NH:9][CH:8]([C:6]([OH:7])=[O:5])[CH:12]([C:13]3[CH:18]=[CH:17][CH:16]=[C:15]([Cl:19])[C:14]=3[F:20])[C:11]2([C:23]2[CH:28]=[CH:27][C:26]([Cl:29])=[CH:25][C:24]=2[F:30])[C:21]#[N:22])[CH2:40][CH2:39]1)[C:42]1[CH:47]=[CH:46][CH:45]=[CH:44][CH:43]=1. (5) The product is: [CH2:1]([C:5]1[N:6]=[C:7]([CH3:27])[N:8]([CH2:35][C:36]([CH3:39])([CH3:38])[CH3:37])[C:9](=[O:26])[C:10]=1[CH2:11][C:12]1[CH:17]=[CH:16][C:15]([C:18]2[C:19]([C:24]#[N:25])=[CH:20][CH:21]=[CH:22][CH:23]=2)=[CH:14][CH:13]=1)[CH2:2][CH2:3][CH3:4]. Given the reactants [CH2:1]([C:5]1[N:6]=[C:7]([CH3:27])[NH:8][C:9](=[O:26])[C:10]=1[CH2:11][C:12]1[CH:17]=[CH:16][C:15]([C:18]2[C:19]([C:24]#[N:25])=[CH:20][CH:21]=[CH:22][CH:23]=2)=[CH:14][CH:13]=1)[CH2:2][CH2:3][CH3:4].C(=O)([O-])[O-].[Cs+].[Cs+].I[CH2:35][C:36]([CH3:39])([CH3:38])[CH3:37].CN(C)C(=O)C, predict the reaction product. (6) Given the reactants [CH2:1]([NH:8][CH:9]([CH3:28])[CH2:10][CH:11]([C:20]1[CH:25]=[CH:24][C:23]([O:26][CH3:27])=[CH:22][CH:21]=1)[C:12]1[CH:17]=[CH:16][C:15]([O:18][CH3:19])=[CH:14][CH:13]=1)[C:2]1[CH:7]=[CH:6][CH:5]=[CH:4][CH:3]=1.[CH2:29]([O:36][C:37]1[CH:42]=[CH:41][C:40]([C@@H:43]([O:46][Si:47]([CH2:52][CH3:53])([CH2:50][CH3:51])[CH2:48][CH3:49])[CH2:44]I)=[CH:39][C:38]=1[NH:54][S:55]([CH3:58])(=[O:57])=[O:56])[C:30]1[CH:35]=[CH:34][CH:33]=[CH:32][CH:31]=1.C(N(CC)C(C)C)(C)C.S([O-])(O)=O.[Na+], predict the reaction product. The product is: [CH2:1]([N:8]([CH:9]([CH3:28])[CH2:10][CH:11]([C:12]1[CH:17]=[CH:16][C:15]([O:18][CH3:19])=[CH:14][CH:13]=1)[C:20]1[CH:21]=[CH:22][C:23]([O:26][CH3:27])=[CH:24][CH:25]=1)[CH2:44][C@@H:43]([C:40]1[CH:41]=[CH:42][C:37]([O:36][CH2:29][C:30]2[CH:35]=[CH:34][CH:33]=[CH:32][CH:31]=2)=[C:38]([NH:54][S:55]([CH3:58])(=[O:56])=[O:57])[CH:39]=1)[O:46][Si:47]([CH2:50][CH3:51])([CH2:52][CH3:53])[CH2:48][CH3:49])[C:2]1[CH:3]=[CH:4][CH:5]=[CH:6][CH:7]=1.